This data is from Forward reaction prediction with 1.9M reactions from USPTO patents (1976-2016). The task is: Predict the product of the given reaction. Given the reactants [Si]([O:8][C@H:9]1[CH2:14][CH2:13][C@H:12]([N:15]2[CH:19]=[C:18]([C:20]3[CH:25]=[N:24][C:23]([NH2:26])=[C:22]4[O:27][C:28](Cl)=[C:29]([CH3:30])[C:21]=34)[CH:17]=[N:16]2)[CH2:11][CH2:10]1)(C(C)(C)C)(C)C.CC1(C)C(C)(C)OB([C:40]2[C:48]3[S:47][N:46]=[N:45][C:44]=3[CH:43]=[CH:42][CH:41]=2)O1, predict the reaction product. The product is: [NH2:26][C:23]1[N:24]=[CH:25][C:20]([C:18]2[CH:17]=[N:16][N:15]([C@H:12]3[CH2:11][CH2:10][C@H:9]([OH:8])[CH2:14][CH2:13]3)[CH:19]=2)=[C:21]2[C:29]([CH3:30])=[C:28]([C:40]3[C:48]4[S:47][N:46]=[N:45][C:44]=4[CH:43]=[CH:42][CH:41]=3)[O:27][C:22]=12.